Dataset: Forward reaction prediction with 1.9M reactions from USPTO patents (1976-2016). Task: Predict the product of the given reaction. (1) Given the reactants [F:1][C:2]1[CH:7]=[CH:6][CH:5]=[C:4]([F:8])[C:3]=1[CH2:9][C@H:10]([NH:23]C(=O)OC(C)(C)C)[CH2:11][N:12]1[C:20](=[O:21])[C:19]2[C:14](=[CH:15][CH:16]=[CH:17][CH:18]=2)[C:13]1=[O:22].Cl.O1CCOCC1, predict the reaction product. The product is: [NH2:23][C@@H:10]([CH2:9][C:3]1[C:2]([F:1])=[CH:7][CH:6]=[CH:5][C:4]=1[F:8])[CH2:11][N:12]1[C:13](=[O:22])[C:14]2[C:19](=[CH:18][CH:17]=[CH:16][CH:15]=2)[C:20]1=[O:21]. (2) Given the reactants [CH3:1][C:2]1([CH3:23])[C:6](=[O:7])[N:5]([C:8]2[CH:13]=[C:12]([C:14]3[CH:19]=[CH:18][CH:17]=[CH:16][CH:15]=3)[C:11]([C:20]#[N:21])=[CH:10][CH:9]=2)[C:4](=[O:22])[NH:3]1.[Br:24][C:25]1[CH:30]=[C:29]([F:31])[CH:28]=[CH:27][C:26]=1[CH2:32]Br, predict the reaction product. The product is: [Br:24][C:25]1[CH:30]=[C:29]([F:31])[CH:28]=[CH:27][C:26]=1[CH2:32][N:3]1[C:2]([CH3:23])([CH3:1])[C:6](=[O:7])[N:5]([C:8]2[CH:13]=[C:12]([C:14]3[CH:19]=[CH:18][CH:17]=[CH:16][CH:15]=3)[C:11]([C:20]#[N:21])=[CH:10][CH:9]=2)[C:4]1=[O:22]. (3) Given the reactants C(C1C=CC=CC=1)(=[O:3])C.[CH3:10][C:11]([C:13]1[CH:18]=[CH:17][C:16]([F:19])=[CH:15][CH:14]=1)=[O:12], predict the reaction product. The product is: [O:12]=[C:11]([C:13]1[CH:18]=[CH:17][C:16]([F:19])=[CH:15][CH:14]=1)[CH:10]=[O:3]. (4) Given the reactants [CH2:1]([C:5]1([CH3:37])[CH2:10][CH2:9][N:8]([C:11]2[N:16]3[N:17]=[C:18]([C:20]([O:22]CC)=[O:21])[CH:19]=[C:15]3[N:14]=[C:13]([CH3:25])[C:12]=2[C@H:26]([O:32][C:33]([CH3:36])([CH3:35])[CH3:34])[C:27]([O:29][CH2:30][CH3:31])=[O:28])[CH2:7][CH2:6]1)[CH2:2][CH:3]=[CH2:4].[OH-].[Na+], predict the reaction product. The product is: [CH2:1]([C:5]1([CH3:37])[CH2:10][CH2:9][N:8]([C:11]2[N:16]3[N:17]=[C:18]([C:20]([OH:22])=[O:21])[CH:19]=[C:15]3[N:14]=[C:13]([CH3:25])[C:12]=2[C@H:26]([O:32][C:33]([CH3:36])([CH3:35])[CH3:34])[C:27]([O:29][CH2:30][CH3:31])=[O:28])[CH2:7][CH2:6]1)[CH2:2][CH:3]=[CH2:4]. (5) Given the reactants C(OC(=O)[NH:10][C@@H:11]1[C:14](=[O:15])[NH:13][C@@H:12]1[CH2:16][N:17]1[C:21]([CH3:22])=[N:20][N:19]=[N:18]1)C1C=CC=CC=1, predict the reaction product. The product is: [NH2:10][C@H:11]1[C@@H:12]([CH2:16][N:17]2[C:21]([CH3:22])=[N:20][N:19]=[N:18]2)[NH:13][C:14]1=[O:15]. (6) The product is: [CH:1]([O:3][C:4](=[O:13])[C:5]1[CH:10]=[C:9]([Cl:11])[C:8]([O:18][CH:15]([CH3:16])[CH3:14])=[N:7][CH:6]=1)([CH3:20])[CH3:2]. Given the reactants [CH2:1]([O:3][C:4](=[O:13])[C:5]1[CH:10]=[C:9]([Cl:11])[C:8](Cl)=[N:7][CH:6]=1)[CH3:2].[CH3:14][C:15]([O-:18])(C)[CH3:16].[K+].[CH:20](O)(C)C, predict the reaction product.